From a dataset of Peptide-MHC class I binding affinity with 185,985 pairs from IEDB/IMGT. Regression. Given a peptide amino acid sequence and an MHC pseudo amino acid sequence, predict their binding affinity value. This is MHC class I binding data. The peptide sequence is SFSFGGFTF. The MHC is HLA-B15:17 with pseudo-sequence HLA-B15:17. The binding affinity (normalized) is 0.659.